Dataset: NCI-60 drug combinations with 297,098 pairs across 59 cell lines. Task: Regression. Given two drug SMILES strings and cell line genomic features, predict the synergy score measuring deviation from expected non-interaction effect. Cell line: MCF7. Drug 1: C1=C(C(=O)NC(=O)N1)F. Drug 2: C1CNP(=O)(OC1)N(CCCl)CCCl. Synergy scores: CSS=32.2, Synergy_ZIP=6.23, Synergy_Bliss=6.09, Synergy_Loewe=-4.79, Synergy_HSA=5.32.